From a dataset of Forward reaction prediction with 1.9M reactions from USPTO patents (1976-2016). Predict the product of the given reaction. (1) Given the reactants [Cl-].O[NH3+:3].[C:4](=[O:7])([O-])[OH:5].[Na+].CS(C)=O.[CH2:13]([C:17]1[N:18]=[C:19]([CH3:47])[N:20]([CH2:39][C:40]2[CH:44]=[C:43]([CH3:45])[N:42]([CH3:46])[N:41]=2)[C:21](=[O:38])[C:22]=1[CH2:23][C:24]1[CH:29]=[CH:28][C:27]([C:30]2[C:31]([C:36]#[N:37])=[CH:32][CH:33]=[CH:34][CH:35]=2)=[CH:26][CH:25]=1)[CH2:14][CH2:15][CH3:16], predict the reaction product. The product is: [CH2:13]([C:17]1[N:18]=[C:19]([CH3:47])[N:20]([CH2:39][C:40]2[CH:44]=[C:43]([CH3:45])[N:42]([CH3:46])[N:41]=2)[C:21](=[O:38])[C:22]=1[CH2:23][C:24]1[CH:25]=[CH:26][C:27]([C:30]2[CH:35]=[CH:34][CH:33]=[CH:32][C:31]=2[C:36]2[NH:3][C:4](=[O:7])[O:5][N:37]=2)=[CH:28][CH:29]=1)[CH2:14][CH2:15][CH3:16]. (2) Given the reactants [C:1]([OH:8])(=[O:7])[CH2:2][CH2:3][C:4]([OH:6])=[O:5].[CH3:9][C:10]1[S:19][C:18]2[C:17](=[O:20])[C:16]3[CH:21]=[CH:22][CH:23]=[CH:24][C:15]=3[N:14]=[C:13]([N:25]3[CH2:30][CH2:29][NH:28][C@@H:27]([CH2:31][CH2:32][C:33]4[CH:38]=[CH:37][CH:36]=[CH:35][CH:34]=4)[CH2:26]3)[C:12]=2[CH:11]=1.[C:39](O[BH-](OC(=O)C)OC(=O)C)(=O)C.[Na+].C=O, predict the reaction product. The product is: [NH3:14].[C:1]([OH:8])(=[O:7])[CH2:2][CH2:3][C:4]([OH:6])=[O:5].[CH3:9][C:10]1[S:19][C:18]2[C:17](=[O:20])[C:16]3[CH:21]=[CH:22][CH:23]=[CH:24][C:15]=3[N:14]=[C:13]([N:25]3[CH2:30][CH2:29][N:28]([CH3:39])[C@@H:27]([CH2:31][CH2:32][C:33]4[CH:38]=[CH:37][CH:36]=[CH:35][CH:34]=4)[CH2:26]3)[C:12]=2[CH:11]=1. (3) The product is: [CH3:13][CH:3]([C:2](=[O:1])[C:14]1[CH:19]=[CH:18][CH:17]=[C:16](/[CH:20]=[CH:21]/[C:22]2[C:27]([CH3:29])([CH3:28])[CH2:26][CH2:25][CH2:24][C:23]=2[CH3:30])[CH:15]=1)[CH2:4][NH:5][C:6](=[O:12])[O:7][C:8]([CH3:11])([CH3:10])[CH3:9]. Given the reactants [OH:1][CH:2]([C:14]1[CH:19]=[CH:18][CH:17]=[C:16](/[CH:20]=[CH:21]/[C:22]2[C:27]([CH3:29])([CH3:28])[CH2:26][CH2:25][CH2:24][C:23]=2[CH3:30])[CH:15]=1)[CH:3]([CH3:13])[CH2:4][NH:5][C:6](=[O:12])[O:7][C:8]([CH3:11])([CH3:10])[CH3:9], predict the reaction product.